Dataset: Catalyst prediction with 721,799 reactions and 888 catalyst types from USPTO. Task: Predict which catalyst facilitates the given reaction. (1) Reactant: [Si]([O:8][CH2:9][CH2:10][CH2:11][O:12][C:13]1[CH:18]=[CH:17][C:16]([C:19]2[CH:24]=[CH:23][C:22]([C:25]([O:27][CH2:28][CH3:29])=[O:26])=[CH:21][CH:20]=2)=[CH:15][C:14]=1[C:30]1[CH:35]=[CH:34][C:33]([N:36]([CH2:39][CH3:40])[CH2:37][CH3:38])=[C:32]([CH2:41][CH3:42])[CH:31]=1)(C(C)(C)C)(C)C.[F-].C([N+](CCCC)(CCCC)CCCC)CCC. Product: [CH2:39]([N:36]([CH2:37][CH3:38])[C:33]1[CH:34]=[CH:35][C:30]([C:14]2[CH:15]=[C:16]([C:19]3[CH:20]=[CH:21][C:22]([C:25]([O:27][CH2:28][CH3:29])=[O:26])=[CH:23][CH:24]=3)[CH:17]=[CH:18][C:13]=2[O:12][CH2:11][CH2:10][CH2:9][OH:8])=[CH:31][C:32]=1[CH2:41][CH3:42])[CH3:40]. The catalyst class is: 7. (2) Reactant: O=[C:2]1[C:15]2[C:14]([C:16]([O:18]C)=O)=[CH:13][CH:12]=[CH:11][C:10]=2[NH:9][C:8]2[CH2:7][CH2:6][CH2:5][CH2:4][C:3]1=2.O.[NH2:21][NH2:22]. Product: [N:21]1[NH:22][C:16](=[O:18])[C:14]2[CH:13]=[CH:12][CH:11]=[C:10]3[C:15]=2[C:2]=1[C:3]1[CH2:4][CH2:5][CH2:6][CH2:7][C:8]=1[NH:9]3. The catalyst class is: 44. (3) Reactant: C1(NC2CCCCC2)CCCCC1.[CH2:14]([O:18][C:19]1[CH:27]=[CH:26][C:22]([C:23](O)=[O:24])=[CH:21][CH:20]=1)[C:15]#[C:16][CH3:17].S(Cl)([Cl:30])=O. Product: [CH2:14]([O:18][C:19]1[CH:27]=[CH:26][C:22]([C:23]([Cl:30])=[O:24])=[CH:21][CH:20]=1)[C:15]#[C:16][CH3:17]. The catalyst class is: 4. (4) Reactant: [Cl-].O[NH3+:3].[C:4](=[O:7])([O-])[OH:5].[Na+].CS(C)=O.[CH2:13]([C:15]1[S:49][C:18]2[N:19]([CH2:34][C:35]3[CH:40]=[CH:39][C:38]([C:41]4[C:42]([C:47]#[N:48])=[CH:43][CH:44]=[CH:45][CH:46]=4)=[CH:37][CH:36]=3)[C:20](=[O:33])[N:21]([CH2:24][C:25](=[O:32])[C:26]3[CH:31]=[CH:30][N:29]=[CH:28][CH:27]=3)[C:22](=[O:23])[C:17]=2[CH:16]=1)[CH3:14]. Product: [CH2:13]([C:15]1[S:49][C:18]2[N:19]([CH2:34][C:35]3[CH:40]=[CH:39][C:38]([C:41]4[CH:46]=[CH:45][CH:44]=[CH:43][C:42]=4[C:47]4[NH:3][C:4](=[O:7])[O:5][N:48]=4)=[CH:37][CH:36]=3)[C:20](=[O:33])[N:21]([CH2:24][C:25](=[O:32])[C:26]3[CH:27]=[CH:28][N:29]=[CH:30][CH:31]=3)[C:22](=[O:23])[C:17]=2[CH:16]=1)[CH3:14]. The catalyst class is: 69. (5) Reactant: C([NH:4][C:5]1[C:17]([F:18])=[C:16]2[C:8]([C:9]3[C:14]([CH2:19][CH2:20][CH2:21][CH3:22])([CH2:15]2)[CH2:13][CH2:12][C:11](=[O:23])[C:10]=3[C:24]([F:27])([F:26])[F:25])=[CH:7][C:6]=1[F:28])(=O)C.C(O)(=O)C.Cl.C([O-])([O-])=O.[Na+].[Na+]. Product: [NH2:4][C:5]1[C:17]([F:18])=[C:16]2[C:8]([C:9]3[C:14]([CH2:19][CH2:20][CH2:21][CH3:22])([CH2:15]2)[CH2:13][CH2:12][C:11](=[O:23])[C:10]=3[C:24]([F:27])([F:25])[F:26])=[CH:7][C:6]=1[F:28]. The catalyst class is: 2. (6) Reactant: [Br:1][C:2]1[C:3]([C:10](OCC)=[O:11])=[N:4][N:5]([CH:7]([F:9])[F:8])[CH:6]=1.[BH4-].[Na+]. Product: [Br:1][C:2]1[C:3]([CH2:10][OH:11])=[N:4][N:5]([CH:7]([F:8])[F:9])[CH:6]=1. The catalyst class is: 5. (7) Reactant: [F:1][CH:2]([F:13])[CH:3]1[CH2:8][CH2:7][CH:6]([C:9]([O:11][CH3:12])=[O:10])[CH2:5][CH2:4]1.N#N.C([N-]C(C)C)(C)C.[Li+].[Br:24][C:25]1[CH:30]=[CH:29][C:28]([CH2:31]Br)=[C:27]([I:33])[CH:26]=1. Product: [Br:24][C:25]1[CH:30]=[CH:29][C:28]([CH2:31][C:6]2([C:9]([O:11][CH3:12])=[O:10])[CH2:5][CH2:4][CH:3]([CH:2]([F:13])[F:1])[CH2:8][CH2:7]2)=[C:27]([I:33])[CH:26]=1. The catalyst class is: 1. (8) Reactant: [CH3:1][C:2]1[CH:10]=[CH:9][C:8]([CH3:11])=[C:7]2[C:3]=1[C:4](=[O:13])C(=O)[NH:6]2.[OH-:14].[Na+].OO.Cl. Product: [NH2:6][C:7]1[C:8]([CH3:11])=[CH:9][CH:10]=[C:2]([CH3:1])[C:3]=1[C:4]([OH:13])=[O:14]. The catalyst class is: 6.